Dataset: Reaction yield outcomes from USPTO patents with 853,638 reactions. Task: Predict the reaction yield, written as a fraction of the theoretical maximum amount of product (1.0 means a 100% yield; for example, 0.34 means a 34% yield). (1) The reactants are [CH3:1][O:2][C:3]([C:5]1[CH:10]=[CH:9][C:8]([N:11]2[C:15]([S:16][CH2:17][CH2:18][CH3:19])=[C:14]([C:20]([OH:22])=O)[CH:13]=[N:12]2)=[CH:7][CH:6]=1)=[O:4].C(Cl)(=O)C(Cl)=O.Cl.[F:30][C:31]([F:44])([F:43])[C:32]1[CH:37]=[CH:36][CH:35]=[CH:34][C:33]=1[CH:38]1[CH2:42][CH2:41][NH:40][CH2:39]1.CCN(C(C)C)C(C)C. The catalyst is C(Cl)Cl.CN(C=O)C.O. The product is [CH2:17]([S:16][C:15]1[N:11]([C:8]2[CH:7]=[CH:6][C:5]([C:3]([O:2][CH3:1])=[O:4])=[CH:10][CH:9]=2)[N:12]=[CH:13][C:14]=1[C:20]([N:40]1[CH2:41][CH2:42][CH:38]([C:33]2[CH:34]=[CH:35][CH:36]=[CH:37][C:32]=2[C:31]([F:30])([F:43])[F:44])[CH2:39]1)=[O:22])[CH2:18][CH3:19]. The yield is 0.810. (2) The reactants are [H-].[Na+].[C:3]([O:11][CH2:12][CH3:13])(=[O:10])[CH2:4][C:5]([O:7][CH2:8][CH3:9])=[O:6].Br[CH2:15][C:16]1[CH:21]=[CH:20][C:19]([C:22]2[C:23]([C:28]#[N:29])=[CH:24][CH:25]=[CH:26][CH:27]=2)=[CH:18][CH:17]=1. The catalyst is O1CCCC1. The product is [C:28]([C:23]1[CH:24]=[CH:25][CH:26]=[CH:27][C:22]=1[C:19]1[CH:18]=[CH:17][C:16]([CH2:15][CH:4]([C:5]([O:7][CH2:8][CH3:9])=[O:6])[C:3]([O:11][CH2:12][CH3:13])=[O:10])=[CH:21][CH:20]=1)#[N:29]. The yield is 0.950. (3) The reactants are [C:1]1([C@@H:7]2[CH2:9][C@H:8]2[NH:10][CH2:11][CH:12]2[CH2:17][CH2:16][N:15]([C:18]([O:20][C:21]([CH3:24])([CH3:23])[CH3:22])=[O:19])[CH2:14][CH2:13]2)[CH:6]=[CH:5][CH:4]=[CH:3][CH:2]=1.C(N(CC)CC)C.[C:32](Cl)(=[O:34])[CH3:33].O. The catalyst is C(Cl)(Cl)Cl. The product is [C:1]1([C@@H:7]2[CH2:9][C@H:8]2[N:10]([CH2:11][CH:12]2[CH2:17][CH2:16][N:15]([C:18]([O:20][C:21]([CH3:24])([CH3:23])[CH3:22])=[O:19])[CH2:14][CH2:13]2)[C:32](=[O:34])[CH3:33])[CH:6]=[CH:5][CH:4]=[CH:3][CH:2]=1. The yield is 0.820. (4) The reactants are C([O:9][C@H:10]1[C@:14]([F:16])([CH3:15])[C@H:13]([N:17]2[CH:25]=[N:24][C:23]3[C:18]2=[N:19][C:20]([NH2:27])=[N:21][C:22]=3Cl)[O:12][C@@H:11]1[CH2:28][O:29]C(=O)C1C=CC=CC=1)(=O)C1C=CC=CC=1.Cl.[CH3:39][NH:40][CH:41]1[CH2:43][CH2:42]1.C(N(CC)CC)C.[NH4+].[OH-]. The catalyst is CO. The product is [NH2:27][C:20]1[N:19]=[C:18]2[C:23]([N:24]=[CH:25][N:17]2[C@@H:13]2[O:12][C@H:11]([CH2:28][OH:29])[C@@H:10]([OH:9])[C@:14]2([F:16])[CH3:15])=[C:22]([N:40]([CH:41]2[CH2:43][CH2:42]2)[CH3:39])[N:21]=1. The yield is 0.870. (5) The reactants are Cl[C:2]1[N:7]=[C:6]([NH:8][C:9]2[CH:14]=[CH:13][C:12]([N:15]([CH3:17])[CH3:16])=[CH:11][C:10]=2[O:18][CH3:19])[C:5]([Cl:20])=[CH:4][N:3]=1.[NH2:21][C:22]1[C:42]([O:43][CH3:44])=[CH:41][C:25]2[CH2:26][CH2:27][N:28]([CH2:31][C:32]([N:34]3[CH2:39][CH2:38][N:37]([CH3:40])[CH2:36][CH2:35]3)=[O:33])[CH2:29][CH2:30][C:24]=2[CH:23]=1. No catalyst specified. The product is [Cl:20][C:5]1[C:6]([NH:8][C:9]2[CH:14]=[CH:13][C:12]([N:15]([CH3:17])[CH3:16])=[CH:11][C:10]=2[O:18][CH3:19])=[N:7][C:2]([NH:21][C:22]2[C:42]([O:43][CH3:44])=[CH:41][C:25]3[CH2:26][CH2:27][N:28]([CH2:31][C:32]([N:34]4[CH2:35][CH2:36][N:37]([CH3:40])[CH2:38][CH2:39]4)=[O:33])[CH2:29][CH2:30][C:24]=3[CH:23]=2)=[N:3][CH:4]=1. The yield is 0.430. (6) The reactants are C([O:8][C:9]1[CH:14]=[CH:13][C:12]([N+:15]([O-])=O)=[CH:11][C:10]=1[C:18]([F:21])([F:20])[F:19])C1C=CC=CC=1. The catalyst is CO.[Pd]. The product is [NH2:15][C:12]1[CH:13]=[CH:14][C:9]([OH:8])=[C:10]([C:18]([F:19])([F:20])[F:21])[CH:11]=1. The yield is 0.900.